From a dataset of Forward reaction prediction with 1.9M reactions from USPTO patents (1976-2016). Predict the product of the given reaction. Given the reactants [F:1][C:2]1[CH:14]=[CH:13][C:5]2[NH:6]C(=O)[NH:8][S:9](=[O:11])(=[O:10])[C:4]=2[CH:3]=1.[OH-].[Na+], predict the reaction product. The product is: [NH2:6][C:5]1[CH:13]=[CH:14][C:2]([F:1])=[CH:3][C:4]=1[S:9]([NH2:8])(=[O:11])=[O:10].